From a dataset of Retrosynthesis with 50K atom-mapped reactions and 10 reaction types from USPTO. Predict the reactants needed to synthesize the given product. (1) Given the product CCOc1cccc(-n2c(N3CCNCC3)c(C=O)c3ccccc32)c1, predict the reactants needed to synthesize it. The reactants are: C1CNCCN1.CCOc1cccc(-n2c(Cl)c(C=O)c3ccccc32)c1. (2) Given the product COc1ccc(NS(=O)(=O)c2ccc(N3CCC(NC[C@H](O)COc4ccc(OCc5ccccc5)cc4)CC3)cc2)cc1OC, predict the reactants needed to synthesize it. The reactants are: COc1ccc(NS(=O)(=O)c2ccc(N3CCC(=O)CC3)cc2)cc1OC.NCC(O)COc1ccc(OCc2ccccc2)cc1.